Predict the reactants needed to synthesize the given product. From a dataset of Full USPTO retrosynthesis dataset with 1.9M reactions from patents (1976-2016). (1) Given the product [CH:26]1([NH:32][C:17]2[CH:18]=[C:19]3[C:14]([C:13](=[O:22])[C:12]([N+:23]([O-:25])=[O:24])=[CH:11][N:10]3[CH:5]3[CH2:9][CH2:8][CH2:7][CH2:6]3)=[CH:15][C:16]=2[F:21])[CH2:31][CH2:30][CH2:29][CH2:28][CH2:27]1, predict the reactants needed to synthesize it. The reactants are: CS(C)=O.[CH:5]1([N:10]2[C:19]3[C:14](=[CH:15][C:16]([F:21])=[C:17](F)[CH:18]=3)[C:13](=[O:22])[C:12]([N+:23]([O-:25])=[O:24])=[CH:11]2)[CH2:9][CH2:8][CH2:7][CH2:6]1.[CH:26]1([NH2:32])[CH2:31][CH2:30][CH2:29][CH2:28][CH2:27]1. (2) Given the product [OH:26][CH2:28][C:16]1[CH:15]=[C:14]([CH:19]=[CH:18][N:17]=1)[C:13]#[N:20], predict the reactants needed to synthesize it. The reactants are: S(OOS([O-])(=O)=O)([O-])(=O)=O.[NH4+].[NH4+].[C:13](#[N:20])[C:14]1[CH:19]=[CH:18][N:17]=[CH:16][CH:15]=1.S(=O)(=O)(O)O.[OH-:26].[NH4+].[CH3:28]O. (3) Given the product [NH2:33][CH2:34][CH:35]1[CH2:36][CH2:37][CH2:38][N:40]1[C:22]([C:21]1[CH:20]=[CH:19][C:4]([C:5]([NH:7][CH2:8][C:9]2[NH:13][C:12]3[CH:14]=[CH:15][C:16]([Cl:18])=[CH:17][C:11]=3[N:10]=2)=[O:6])=[CH:3][C:2]=1[Cl:1])=[O:24], predict the reactants needed to synthesize it. The reactants are: [Cl:1][C:2]1[CH:3]=[C:4]([CH:19]=[CH:20][C:21]=1[C:22]([OH:24])=O)[C:5]([NH:7][CH2:8][C:9]1[NH:13][C:12]2[CH:14]=[CH:15][C:16]([Cl:18])=[CH:17][C:11]=2[N:10]=1)=[O:6].CN(C(O[N:33]1N=[N:40][C:35]2[CH:36]=[CH:37][CH:38]=C[C:34]1=2)=[N+](C)C)C.[B-](F)(F)(F)F.C(N(C(C)C)CC)(C)C.C(OC(NCC1CCCN1)=O)(C)(C)C.FC(F)(F)C(O)=O.ClCl. (4) Given the product [CH3:12][N:13]([CH3:30])[C:14]([C:16]1[NH:17][C:18]2[C:23]([CH:24]=1)=[CH:22][C:21]([NH:25][C:26]1[N:28]=[C:7]([C:8]3[N:27]=[CH:26][N:25]([CH3:21])[CH:10]=3)[CH:6]=[CH:5][N:27]=1)=[CH:20][C:19]=2[Br:29])=[O:15], predict the reactants needed to synthesize it. The reactants are: S([C:5]1C=[CH:10][C:8](C)=[CH:7][CH:6]=1)(O)(=O)=O.[CH3:12][N:13]([CH3:30])[C:14]([C:16]1[NH:17][C:18]2[C:23]([CH:24]=1)=[CH:22][C:21]([NH:25][C:26]([NH2:28])=[NH:27])=[CH:20][C:19]=2[Br:29])=[O:15].CC(C)([O-])C.[K+].